From a dataset of Reaction yield outcomes from USPTO patents with 853,638 reactions. Predict the reaction yield, written as a fraction of the theoretical maximum amount of product (1.0 means a 100% yield; for example, 0.34 means a 34% yield). (1) The reactants are [C:1]([C:4]1[CH:44]=[CH:43][C:7]([O:8][C@H:9]2[CH2:14][CH2:13][C@H:12]([N:15]3[C:20](=[O:21])[C:19]([CH2:22][C:23]4[CH:28]=[CH:27][C:26]([C:29]5[C:30]([C:35]#[N:36])=[CH:31][CH:32]=[CH:33][CH:34]=5)=[CH:25][CH:24]=4)=[C:18]([CH2:37][CH2:38][CH3:39])[N:17]4[N:40]=[CH:41][N:42]=[C:16]34)[CH2:11][CH2:10]2)=[CH:6][CH:5]=1)(=[O:3])[CH3:2].[CH3:45][Mg]Br.Cl. The catalyst is O1CCCC1. The product is [OH:3][C:1]([C:4]1[CH:5]=[CH:6][C:7]([O:8][C@H:9]2[CH2:14][CH2:13][C@H:12]([N:15]3[C:20](=[O:21])[C:19]([CH2:22][C:23]4[CH:28]=[CH:27][C:26]([C:29]5[C:30]([C:35]#[N:36])=[CH:31][CH:32]=[CH:33][CH:34]=5)=[CH:25][CH:24]=4)=[C:18]([CH2:37][CH2:38][CH3:39])[N:17]4[N:40]=[CH:41][N:42]=[C:16]34)[CH2:11][CH2:10]2)=[CH:43][CH:44]=1)([CH3:45])[CH3:2]. The yield is 0.600. (2) The reactants are [CH:1]([N-]C(C)C)(C)C.[Li+].[CH3:9][C:10]1[CH:11]=[C:12]([NH:21][C:22]2N=[C:26]([C:28]([F:31])([F:30])[F:29])[CH:25]=[CH:24][N:23]=2)[CH:13]=[C:14]([C:16]2[S:20][CH:19]=[N:18][CH:17]=2)[CH:15]=1.[Br:32][C:33]1[CH:34]=[CH:35][C:36]([C:39](=[O:41])[CH3:40])=[N:37][CH:38]=1. The catalyst is C1COCC1. The product is [Br:32][C:33]1[CH:34]=[CH:35][C:36]([C:39]([C:19]2[S:20][C:16]([C:14]3[CH:13]=[C:12]([NH:21][C:22]4[CH:1]=[C:26]([C:28]([F:29])([F:30])[F:31])[CH:25]=[CH:24][N:23]=4)[CH:11]=[C:10]([CH3:9])[CH:15]=3)=[CH:17][N:18]=2)([OH:41])[CH3:40])=[N:37][CH:38]=1. The yield is 0.504.